This data is from Forward reaction prediction with 1.9M reactions from USPTO patents (1976-2016). The task is: Predict the product of the given reaction. (1) Given the reactants [CH2:1]([O:3][C:4]([NH:6][CH2:7][C:8]1([CH2:14][C:15]([O:17][C:18]2[CH:23]=[CH:22][CH:21]=[C:20]([C@@:24]3([OH:34])[CH2:29][CH2:28][CH2:27][CH2:26][C@@H:25]3[CH2:30][N:31]([CH3:33])[CH3:32])[CH:19]=2)=[O:16])[CH2:13][CH2:12][CH2:11][CH2:10][CH2:9]1)=[O:5])[CH3:2].[C:35]([OH:47])(=[O:46])[CH2:36][C:37]([CH2:42][C:43]([OH:45])=[O:44])([C:39]([OH:41])=[O:40])[OH:38], predict the reaction product. The product is: [C:35]([OH:47])(=[O:46])[CH2:36][C:37]([CH2:42][C:43]([OH:45])=[O:44])([C:39]([OH:41])=[O:40])[OH:38].[CH2:1]([O:3][C:4]([NH:6][CH2:7][C:8]1([CH2:14][C:15]([O:17][C:18]2[CH:23]=[CH:22][CH:21]=[C:20]([C@@:24]3([OH:34])[CH2:29][CH2:28][CH2:27][CH2:26][C@@H:25]3[CH2:30][N:31]([CH3:32])[CH3:33])[CH:19]=2)=[O:16])[CH2:9][CH2:10][CH2:11][CH2:12][CH2:13]1)=[O:5])[CH3:2]. (2) The product is: [C:39]([C:36]1[CH:35]=[CH:34][C:33]([C:22]2[CH:23]=[C:24](/[CH:26]=[CH:27]/[CH2:28][OH:29])[CH:25]=[C:20]([C:17]3[CH:18]=[CH:19][C:14]([C:10]([CH3:13])([CH3:12])[CH3:11])=[CH:15][CH:16]=3)[CH:21]=2)=[CH:38][CH:37]=1)([CH3:41])([CH3:42])[CH3:40]. Given the reactants CC(C[AlH]CC(C)C)C.[C:10]([C:14]1[CH:19]=[CH:18][C:17]([C:20]2[CH:25]=[C:24](/[CH:26]=[CH:27]/[C:28](OCC)=[O:29])[CH:23]=[C:22]([C:33]3[CH:38]=[CH:37][C:36]([C:39]([CH3:42])([CH3:41])[CH3:40])=[CH:35][CH:34]=3)[CH:21]=2)=[CH:16][CH:15]=1)([CH3:13])([CH3:12])[CH3:11], predict the reaction product.